This data is from Reaction yield outcomes from USPTO patents with 853,638 reactions. The task is: Predict the reaction yield, written as a fraction of the theoretical maximum amount of product (1.0 means a 100% yield; for example, 0.34 means a 34% yield). (1) The reactants are [Br:1][C:2]1[CH:7]=[C:6]([N+:8]([O-])=O)[CH:5]=[CH:4][C:3]=1[O:11][CH2:12][CH:13]1[CH2:15][CH2:14]1.[Cl-].[NH4+].O.C(O)C. The catalyst is C1COCC1.[Fe]. The product is [Br:1][C:2]1[CH:7]=[C:6]([CH:5]=[CH:4][C:3]=1[O:11][CH2:12][CH:13]1[CH2:14][CH2:15]1)[NH2:8]. The yield is 0.900. (2) The reactants are [CH3:1]OC(OC)N(C)C.[CH:9]([N:22]1[CH2:25][C:24]([NH:29][CH2:30][C:31]2[CH:36]=[CH:35][CH:34]=[CH:33][CH:32]=2)([C:26]([NH2:28])=[O:27])[CH2:23]1)([C:16]1[CH:21]=[CH:20][CH:19]=[CH:18][CH:17]=1)[C:10]1[CH:15]=[CH:14][CH:13]=[CH:12][CH:11]=1. No catalyst specified. The product is [CH:9]([N:22]1[CH2:23][C:24]2([C:26](=[O:27])[N:28]=[CH:1][N:29]2[CH2:30][C:31]2[CH:36]=[CH:35][CH:34]=[CH:33][CH:32]=2)[CH2:25]1)([C:10]1[CH:15]=[CH:14][CH:13]=[CH:12][CH:11]=1)[C:16]1[CH:17]=[CH:18][CH:19]=[CH:20][CH:21]=1. The yield is 0.620. (3) The catalyst is COCCOC. The yield is 0.460. The reactants are FC(F)(F)S(O[C:7]1[CH:16]=[C:15]2[C:10]([CH:11]=[C:12]([C:17]([O:19][CH3:20])=[O:18])[N:13]=[CH:14]2)=[CH:9][CH:8]=1)(=O)=O.[OH:23][C:24]1[CH:29]=[CH:28][C:27](B(O)O)=[CH:26][CH:25]=1.C([O-])([O-])=O.[Na+].[Na+]. The product is [OH:23][C:24]1[CH:29]=[CH:28][C:27]([C:7]2[CH:16]=[C:15]3[C:10]([CH:11]=[C:12]([C:17]([O:19][CH3:20])=[O:18])[N:13]=[CH:14]3)=[CH:9][CH:8]=2)=[CH:26][CH:25]=1. (4) The reactants are [I:1]I.[F:3][C:4]([F:13])([F:12])[C:5]1[CH:11]=[CH:10][C:8]([NH2:9])=[CH:7][CH:6]=1. The catalyst is C(O)C.S([O-])([O-])(=O)=O.[Ag+2]. The product is [I:1][C:10]1[CH:11]=[C:5]([C:4]([F:12])([F:13])[F:3])[CH:6]=[CH:7][C:8]=1[NH2:9]. The yield is 0.610. (5) The reactants are [I-:1].[K+].II.[NH2:5][C:6]1[CH:11]=[CH:10][N:9]=[CH:8][C:7]=1[Br:12].C(=O)([O-])[O-].[Na+].[Na+]. The catalyst is O.CCOC(C)=O. The product is [Br:12][C:7]1[CH:8]=[N:9][CH:10]=[C:11]([I:1])[C:6]=1[NH2:5]. The yield is 0.220. (6) The product is [OH:11][N:10]=[C:1]([NH2:9])[CH2:2][CH2:3][CH2:4][CH2:5][CH2:6][CH2:7][CH3:8]. The reactants are [C:1](#[N:9])[CH2:2][CH2:3][CH2:4][CH2:5][CH2:6][CH2:7][CH3:8].[NH2:10][OH:11].O. The yield is 0.746. The catalyst is CCO. (7) The reactants are [Cl:1][C:2]1[CH:3]=[C:4]([CH:6]=[CH:7][C:8]=1[F:9])[NH2:5].N(OC(C)(C)C)=O.C[Si]([N:21]=[N+:22]=[N-])(C)C. The catalyst is C(#N)C. The product is [Cl:1][C:2]1[CH:3]=[C:4]([N:5]=[N+:21]=[N-:22])[CH:6]=[CH:7][C:8]=1[F:9]. The yield is 0.840. (8) The reactants are [S:1]([C:5]1[CH:6]=[C:7]([NH:11][C:12]2[N:21]=[CH:20][C:19]3[C:14](=[C:15]4[CH:24]=[C:23]([C:25]([OH:27])=O)[S:22][C:16]4=[CH:17][CH:18]=3)[N:13]=2)[CH:8]=[CH:9][CH:10]=1)(=[O:4])(=[O:3])[NH2:2].ON1C2N=CC=CC=2N=N1.C(N(CC)C(C)C)(C)C.[C:47]([NH:54][CH2:55][CH2:56][NH2:57])([O:49][C:50]([CH3:53])([CH3:52])[CH3:51])=[O:48].C(Cl)CCl. The catalyst is CN(C=O)C. The product is [C:50]([O:49][C:47](=[O:48])[NH:54][CH2:55][CH2:56][NH:57][C:25]([C:23]1[S:22][C:16]2=[CH:17][CH:18]=[C:19]3[C:14]([N:13]=[C:12]([NH:11][C:7]4[CH:8]=[CH:9][CH:10]=[C:5]([S:1](=[O:3])(=[O:4])[NH2:2])[CH:6]=4)[N:21]=[CH:20]3)=[C:15]2[CH:24]=1)=[O:27])([CH3:53])([CH3:51])[CH3:52]. The yield is 0.510.